Task: Predict the reaction yield, written as a fraction of the theoretical maximum amount of product (1.0 means a 100% yield; for example, 0.34 means a 34% yield).. Dataset: Reaction yield outcomes from USPTO patents with 853,638 reactions (1) The reactants are [OH:1][C:2]1[CH:3]=[C:4]([P:8](=[O:21])([C:15]2[CH:20]=[CH:19][CH:18]=[CH:17][CH:16]=2)[C:9]2[CH:14]=[CH:13][CH:12]=[CH:11][CH:10]=2)[CH:5]=[CH:6][CH:7]=1.[H-].[Li+:23]. No catalyst specified. The product is [C:9]1([P:8]([C:4]2[CH:3]=[C:2]([O-:1])[CH:7]=[CH:6][CH:5]=2)([C:15]2[CH:20]=[CH:19][CH:18]=[CH:17][CH:16]=2)=[O:21])[CH:14]=[CH:13][CH:12]=[CH:11][CH:10]=1.[Li+:23]. The yield is 0.830. (2) The reactants are [F:1][C:2]([F:14])([F:13])[C:3]1[CH:8]=[CH:7][CH:6]=[CH:5][C:4]=1[C:9](=[O:12])[CH2:10][CH3:11].[Br:15]Br. The catalyst is C(Cl)(Cl)(Cl)Cl. The product is [Br:15][CH:10]([CH3:11])[C:9]([C:4]1[CH:5]=[CH:6][CH:7]=[CH:8][C:3]=1[C:2]([F:13])([F:14])[F:1])=[O:12]. The yield is 0.950.